This data is from HIV replication inhibition screening data with 41,000+ compounds from the AIDS Antiviral Screen. The task is: Binary Classification. Given a drug SMILES string, predict its activity (active/inactive) in a high-throughput screening assay against a specified biological target. (1) The compound is CCOC(=O)c1c(-c2ccc(OC)c(O)c2)c(C#N)c(=S)n(C2OC(CO)C(O)C(O)C2O)c1-c1ccccc1. The result is 0 (inactive). (2) The molecule is CCOC(=O)Cc1csc(Nc2ccccc2[N+](=O)[O-])n1. The result is 0 (inactive). (3) The result is 0 (inactive). The molecule is COc1ccccc1C=CC#N. (4) The compound is O=C(Cn1c2ccc(Br)cc2c2nc3ccccc3nc21)NN=Cc1ccccc1. The result is 0 (inactive). (5) The molecule is COC(=O)c1nc2c(C)c(O)c(Oc3c(C)c(O)c(O)c(C(C)CCC=C(C)C)c3O)c(C(C)CCC=C(C)C)c2o1. The result is 0 (inactive).